Dataset: Catalyst prediction with 721,799 reactions and 888 catalyst types from USPTO. Task: Predict which catalyst facilitates the given reaction. (1) Reactant: [CH2:1]([O:3][C:4]1[CH:9]=[C:8]([N+:10]([O-])=O)[CH:7]=[CH:6][C:5]=1[P:13]([CH3:18])(=[O:17])[O:14][CH2:15][CH3:16])[CH3:2].CCO. Product: [NH2:10][C:8]1[CH:7]=[CH:6][C:5]([P:13]([CH3:18])(=[O:17])[O:14][CH2:15][CH3:16])=[C:4]([O:3][CH2:1][CH3:2])[CH:9]=1. The catalyst class is: 45. (2) Reactant: [Cl:1][C:2]1[CH:7]=[CH:6][C:5]([S:8]([N:11]2[C:20]3[C:15](=[CH:16][CH:17]=[CH:18][CH:19]=3)[C:14](=O)[CH:13]([C:22](=O)[C:23]([O:25][CH2:26][CH3:27])=[O:24])[CH2:12]2)(=[O:10])=[O:9])=[CH:4][CH:3]=1.[NH2:29][NH2:30]. Product: [Cl:1][C:2]1[CH:7]=[CH:6][C:5]([S:8]([N:11]2[C:20]3[CH:19]=[CH:18][CH:17]=[CH:16][C:15]=3[C:14]3=[N:29][NH:30][C:22]([C:23]([O:25][CH2:26][CH3:27])=[O:24])=[C:13]3[CH2:12]2)(=[O:10])=[O:9])=[CH:4][CH:3]=1. The catalyst class is: 15. (3) Reactant: C1(P(C2C=CC=CC=2)C2C=CC=CC=2)C=CC=CC=1.[Cl:20][C:21]1[CH:22]=[CH:23][C:24]([O:31][CH3:32])=[C:25]([S:27](Cl)(=O)=O)[CH:26]=1. Product: [Cl:20][C:21]1[CH:22]=[CH:23][C:24]([O:31][CH3:32])=[C:25]([SH:27])[CH:26]=1. The catalyst class is: 20. (4) Reactant: C(OC(=O)[NH:7][C@H:8]1[CH2:13][CH2:12][C@H:11]([CH2:14][CH2:15][N:16]2[CH2:21][CH2:20][CH2:19][CH2:18][CH:17]2[C:22]2[CH:23]=[C:24]3[CH:28]=[CH:27][CH:26]=[C:25]3[O:29][CH:30]=2)[CH2:10][CH2:9]1)(C)(C)C.[ClH:32].C(OCC)C. Product: [ClH:32].[ClH:32].[O:29]1[C:25]2=[CH:26][CH:27]=[CH:28][C:24]2=[CH:23][C:22]([CH:17]2[CH2:18][CH2:19][CH2:20][CH2:21][N:16]2[CH2:15][CH2:14][C@H:11]2[CH2:10][CH2:9][C@H:8]([NH2:7])[CH2:13][CH2:12]2)=[CH:30]1. The catalyst class is: 4. (5) Reactant: [OH:1][C@@H:2]1[C@H:6]([OH:7])[C@@H:5]([NH:8][C:9](=[O:12])[CH2:10][CH3:11])[CH2:4][C@H:3]1[N:13]1[CH:21]=[N:20][C:19]2[C:14]1=[N:15][C:16]([N:37]1[CH:41]=[C:40]([C:42]([OH:44])=O)[CH:39]=[N:38]1)=[N:17][C:18]=2[NH:22][CH2:23][CH:24]([C:31]1[CH:36]=[CH:35][CH:34]=[CH:33][CH:32]=1)[C:25]1[CH:30]=[CH:29][CH:28]=[CH:27][CH:26]=1.[NH2:45][CH2:46][C:47]1[CH:52]=[CH:51][CH:50]=[CH:49][N:48]=1.C1C=CC2N(O)N=NC=2C=1.CN1CCOCC1. Product: [N:48]1[CH:49]=[CH:50][CH:51]=[CH:52][C:47]=1[CH2:46][NH:45][C:42]([C:40]1[CH:39]=[N:38][N:37]([C:16]2[N:15]=[C:14]3[C:19]([N:20]=[CH:21][N:13]3[C@@H:3]3[CH2:4][C@H:5]([NH:8][C:9](=[O:12])[CH2:10][CH3:11])[C@@H:6]([OH:7])[C@H:2]3[OH:1])=[C:18]([NH:22][CH2:23][CH:24]([C:25]3[CH:26]=[CH:27][CH:28]=[CH:29][CH:30]=3)[C:31]3[CH:36]=[CH:35][CH:34]=[CH:33][CH:32]=3)[N:17]=2)[CH:41]=1)=[O:44]. The catalyst class is: 64.